This data is from Forward reaction prediction with 1.9M reactions from USPTO patents (1976-2016). The task is: Predict the product of the given reaction. (1) Given the reactants O=P(Cl)(Cl)Cl.[CH3:6][C:7]1([CH3:24])[CH2:15][C:14]2[NH:13][CH:12]=[C:11]([CH2:16][CH2:17][CH2:18][N:19]([CH2:22][CH3:23])[CH2:20][CH3:21])[C:10]=2[CH2:9][CH2:8]1.CN([CH:28]=[O:29])C, predict the reaction product. The product is: [CH2:20]([N:19]([CH2:22][CH3:23])[CH2:18][CH2:17][CH2:16][C:11]1[C:10]2[CH2:9][CH2:8][C:7]([CH3:6])([CH3:24])[CH2:15][C:14]=2[NH:13][C:12]=1[CH:28]=[O:29])[CH3:21]. (2) Given the reactants [N+:1]([C:4]1[CH:5]=[C:6]([CH:10]=[C:11]([C:13]([F:16])([F:15])[F:14])[CH:12]=1)[C:7](O)=[O:8])([O-:3])=[O:2].O1CCCC1, predict the reaction product. The product is: [N+:1]([C:4]1[CH:5]=[C:6]([CH2:7][OH:8])[CH:10]=[C:11]([C:13]([F:14])([F:15])[F:16])[CH:12]=1)([O-:3])=[O:2]. (3) Given the reactants CS(C)=O.C(Cl)(=O)C(Cl)=O.[CH2:11]([OH:27])[CH2:12][CH2:13][CH2:14][CH2:15][CH2:16][CH2:17][CH2:18][CH2:19][CH2:20]/[CH:21]=[CH:22]\[CH2:23][CH2:24][CH2:25][CH3:26].C(N(CC)CC)C, predict the reaction product. The product is: [CH:11](=[O:27])[CH2:12][CH2:13][CH2:14][CH2:15][CH2:16][CH2:17][CH2:18][CH2:19][CH2:20]/[CH:21]=[CH:22]\[CH2:23][CH2:24][CH2:25][CH3:26]. (4) Given the reactants [Cl:1][C:2]1[C:3](=[O:9])O[C:5](=[O:8])[C:6]=1[Cl:7].[CH3:10][O:11][C:12]1[CH:19]=[C:18]([O:20][CH3:21])[CH:17]=[CH:16][C:13]=1[CH2:14][NH2:15], predict the reaction product. The product is: [Cl:7][C:6]1[C:5](=[O:8])[N:15]([CH2:14][C:13]2[CH:16]=[CH:17][C:18]([O:20][CH3:21])=[CH:19][C:12]=2[O:11][CH3:10])[C:3](=[O:9])[C:2]=1[Cl:1]. (5) Given the reactants [C:1]([O:5][C:6]([N:8]([CH3:12])[CH2:9][CH2:10][OH:11])=[O:7])([CH3:4])([CH3:3])[CH3:2].O[C:14]1[CH:23]=[CH:22][C:17]([C:18]([O:20][CH3:21])=[O:19])=[CH:16][CH:15]=1.C1(P(C2C=CC=CC=2)C2C=CC=CC=2)C=CC=CC=1.CC(OC(/N=N/C(OC(C)C)=O)=O)C, predict the reaction product. The product is: [C:1]([O:5][C:6]([N:8]([CH2:9][CH2:10][O:11][C:14]1[CH:23]=[CH:22][C:17]([C:18]([O:20][CH3:21])=[O:19])=[CH:16][CH:15]=1)[CH3:12])=[O:7])([CH3:4])([CH3:3])[CH3:2].